Dataset: Full USPTO retrosynthesis dataset with 1.9M reactions from patents (1976-2016). Task: Predict the reactants needed to synthesize the given product. (1) Given the product [N:40]1[CH:45]=[CH:44][N:43]=[CH:42][C:41]=1[C:46]([O:1][CH:2]1[CH2:20][CH:19]2[N:4]([C:5](=[O:39])[CH:6]([NH:31][C:32]([O:34][C:35]([CH3:36])([CH3:38])[CH3:37])=[O:33])[CH2:7][CH2:8][CH2:9][CH2:10][CH2:11][CH:12]=[CH:13][CH:14]3[C:16]([C:22]([NH:24][S:25]([CH:28]4[CH2:30][CH2:29]4)(=[O:27])=[O:26])=[O:23])([NH:17][C:18]2=[O:21])[CH2:15]3)[CH2:3]1)=[O:47], predict the reactants needed to synthesize it. The reactants are: [OH:1][CH:2]1[CH2:20][CH:19]2[N:4]([C:5](=[O:39])[CH:6]([NH:31][C:32]([O:34][C:35]([CH3:38])([CH3:37])[CH3:36])=[O:33])[CH2:7][CH2:8][CH2:9][CH2:10][CH2:11][CH:12]=[CH:13][CH:14]3[C:16]([C:22]([NH:24][S:25]([CH:28]4[CH2:30][CH2:29]4)(=[O:27])=[O:26])=[O:23])([NH:17][C:18]2=[O:21])[CH2:15]3)[CH2:3]1.[N:40]1[CH:45]=[CH:44][N:43]=[CH:42][C:41]=1[C:46](Cl)=[O:47]. (2) Given the product [CH:18]1[N:17]=[CH:16][NH:15][C:14]=1[CH2:13][C@H:9]([NH:8][C:6]([CH2:5][CH2:3][NH2:4])=[O:7])[C:10]([OH:12])=[O:11], predict the reactants needed to synthesize it. The reactants are: [H][H].[C:3]([CH2:5][C:6]([NH:8][C@@H:9]([CH2:13][C:14]1[N:15]=[CH:16][NH:17][CH:18]=1)[C:10]([OH:12])=[O:11])=[O:7])#[N:4].